Dataset: Full USPTO retrosynthesis dataset with 1.9M reactions from patents (1976-2016). Task: Predict the reactants needed to synthesize the given product. (1) The reactants are: [Cl:1][C:2]1[CH:19]=[CH:18][C:5]([C:6]2[CH:11]=[C:10]([CH2:12][CH3:13])[C:9]([NH:14]C(=O)C)=[CH:8][CH:7]=2)=[CH:4][CH:3]=1.Cl.[OH-].[K+]. Given the product [Cl:1][C:2]1[CH:19]=[CH:18][C:5]([C:6]2[CH:11]=[C:10]([CH2:12][CH3:13])[C:9]([NH2:14])=[CH:8][CH:7]=2)=[CH:4][CH:3]=1, predict the reactants needed to synthesize it. (2) Given the product [C:22]([C:21]([CH3:25])([CH3:24])[C:18]1[CH:19]=[CH:20][C:15]([NH:14][C:6](=[O:7])[C:5]2[CH:9]=[CH:10][C:11]([O:12][CH3:13])=[C:3]([O:2][CH3:1])[CH:4]=2)=[CH:16][CH:17]=1)#[N:23], predict the reactants needed to synthesize it. The reactants are: [CH3:1][O:2][C:3]1[CH:4]=[C:5]([CH:9]=[CH:10][C:11]=1[O:12][CH3:13])[C:6](Cl)=[O:7].[NH2:14][C:15]1[CH:20]=[CH:19][C:18]([C:21]([CH3:25])([CH3:24])[C:22]#[N:23])=[CH:17][CH:16]=1.C(N(CC)CC)C. (3) Given the product [CH3:31][O:32][CH2:33][CH2:34][NH:35][CH2:18][C:17]1[CH:20]=[CH:21][CH:22]=[CH:23][C:16]=1[O:15][C:14]1[CH:13]=[CH:12][C:11]([C:10]2[C:3]3[C:2]([NH2:1])=[N:7][CH:6]=[N:5][C:4]=3[N:8]([CH:26]3[CH2:30][CH2:29][O:28][CH2:27]3)[CH:9]=2)=[CH:25][CH:24]=1, predict the reactants needed to synthesize it. The reactants are: [NH2:1][C:2]1[C:3]2[C:10]([C:11]3[CH:25]=[CH:24][C:14]([O:15][C:16]4[CH:23]=[CH:22][CH:21]=[CH:20][C:17]=4[CH:18]=O)=[CH:13][CH:12]=3)=[CH:9][N:8]([CH:26]3[CH2:30][CH2:29][O:28][CH2:27]3)[C:4]=2[N:5]=[CH:6][N:7]=1.[CH3:31][O:32][CH2:33][CH2:34][NH2:35].